Predict the product of the given reaction. From a dataset of Forward reaction prediction with 1.9M reactions from USPTO patents (1976-2016). (1) Given the reactants [CH2:1]([O:3][C:4](=[O:17])[CH:5]([C:7]1[CH:16]=[CH:15][C:10]2[N:11]=[C:12]([NH2:14])[S:13][C:9]=2[CH:8]=1)[CH3:6])[CH3:2].[CH3:18][C:19]([O:22][C:23](O[C:23]([O:22][C:19]([CH3:21])([CH3:20])[CH3:18])=[O:24])=[O:24])([CH3:21])[CH3:20].O, predict the reaction product. The product is: [CH2:1]([O:3][C:4](=[O:17])[CH:5]([C:7]1[CH:16]=[CH:15][C:10]2[N:11]=[C:12]([NH:14][C:23]([O:22][C:19]([CH3:21])([CH3:20])[CH3:18])=[O:24])[S:13][C:9]=2[CH:8]=1)[CH3:6])[CH3:2]. (2) Given the reactants Br[C:2]1[CH:3]=[C:4]([C:10]2([C:21]3[CH:26]=[CH:25][N:24]=[C:23]([C:27]([F:30])([F:29])[F:28])[CH:22]=3)[C:18]3[C:13](=[C:14]([F:19])[CH:15]=[CH:16][CH:17]=3)[C:12]([NH2:20])=[N:11]2)[CH:5]=[CH:6][C:7]=1[O:8][CH3:9].[N:31]1[CH:36]=[C:35](B(O)O)[CH:34]=[N:33][CH:32]=1.C(=O)([O-])[O-].[K+].[K+].CO, predict the reaction product. The product is: [F:19][C:14]1[CH:15]=[CH:16][CH:17]=[C:18]2[C:13]=1[C:12]([NH2:20])=[N:11][C:10]2([C:4]1[CH:5]=[CH:6][C:7]([O:8][CH3:9])=[C:2]([C:35]2[CH:36]=[N:31][CH:32]=[N:33][CH:34]=2)[CH:3]=1)[C:21]1[CH:26]=[CH:25][N:24]=[C:23]([C:27]([F:28])([F:29])[F:30])[CH:22]=1. (3) Given the reactants [CH2:1]([C:3]1([Li])[C:7]([CH3:8])=[C:6]([CH3:9])[C:5]([CH3:10])=[C:4]1[CH3:11])[CH3:2].[Cl-:13].[Cl-].[Cl-].[Cl-].[Hf+4:17], predict the reaction product. The product is: [Cl-:13].[Cl-:13].[CH2:1]([C:3]1([Hf+2:17][C:3]2([CH2:1][CH3:2])[C:7]([CH3:8])=[C:6]([CH3:9])[C:5]([CH3:10])=[C:4]2[CH3:11])[C:7]([CH3:8])=[C:6]([CH3:9])[C:5]([CH3:10])=[C:4]1[CH3:11])[CH3:2]. (4) Given the reactants [N-:1]([S:9]([C:12]([F:15])([F:14])[F:13])(=[O:11])=[O:10])[S:2]([C:5]([F:8])([F:7])[F:6])(=[O:4])=[O:3].[Li+].[Br-].[CH2:18]([N+:25]1[CH:29]=[CH:28][N:27]([CH2:30][CH2:31][CH2:32][CH2:33][CH2:34][CH2:35][CH2:36][CH2:37][CH2:38][CH3:39])[CH:26]=1)[C:19]1[CH:24]=[CH:23][CH:22]=[CH:21][CH:20]=1, predict the reaction product. The product is: [N-:1]([S:2]([C:5]([F:8])([F:6])[F:7])(=[O:4])=[O:3])[S:9]([C:12]([F:15])([F:14])[F:13])(=[O:11])=[O:10].[CH2:18]([N+:25]1[CH:29]=[CH:28][N:27]([CH2:30][CH2:31][CH2:32][CH2:33][CH2:34][CH2:35][CH2:36][CH2:37][CH2:38][CH3:39])[CH:26]=1)[C:19]1[CH:20]=[CH:21][CH:22]=[CH:23][CH:24]=1. (5) Given the reactants [CH3:1][O:2][CH2:3][CH2:4][C:5]#[N:6].[ClH:7].[CH2:8]([OH:10])[CH3:9], predict the reaction product. The product is: [ClH:7].[CH3:1][O:2][CH2:3][CH2:4][C:5](=[NH:6])[O:10][CH2:8][CH3:9]. (6) Given the reactants [CH2:1]([N:3]([CH2:11][CH2:12][CH2:13][N:14]1[CH2:19][CH2:18][O:17][CH2:16][CH2:15]1)C(=O)OC(C)(C)C)[CH3:2].O1CCOCC1.O.[OH-].[Na+], predict the reaction product. The product is: [CH2:1]([NH:3][CH2:11][CH2:12][CH2:13][N:14]1[CH2:19][CH2:18][O:17][CH2:16][CH2:15]1)[CH3:2]. (7) Given the reactants [CH2:1]([C:3]1[N:12]=[C:11]([CH2:13][CH3:14])[CH:10]=[C:9]2[C:4]=1[CH:5]=[CH:6][C:7](=[O:15])[NH:8]2)[CH3:2].[H-].[Na+].[CH3:18][C:19]1[C:20]([N:25]([CH2:46][O:47][CH2:48][CH2:49][O:50][CH3:51])[S:26]([C:29]2[S:30][C:31]([CH3:45])=[CH:32][C:33]=2[C:34]2[CH:39]=[CH:38][C:37](S(C)(=O)=O)=[CH:36][C:35]=2[CH3:44])(=[O:28])=[O:27])=[N:21][O:22][C:23]=1[CH3:24], predict the reaction product. The product is: [CH3:18][C:19]1[C:20]([N:25]([CH2:46][O:47][CH2:48][CH2:49][O:50][CH3:51])[S:26]([C:29]2[S:30][C:31]([CH3:45])=[CH:32][C:33]=2[C:34]2[CH:39]=[CH:38][C:37]([CH2:36][N:8]3[C:9]4[C:4](=[C:3]([CH2:1][CH3:2])[N:12]=[C:11]([CH2:13][CH3:14])[CH:10]=4)[CH:5]=[CH:6][C:7]3=[O:15])=[CH:44][CH:35]=2)(=[O:27])=[O:28])=[N:21][O:22][C:23]=1[CH3:24].